This data is from Reaction yield outcomes from USPTO patents with 853,638 reactions. The task is: Predict the reaction yield, written as a fraction of the theoretical maximum amount of product (1.0 means a 100% yield; for example, 0.34 means a 34% yield). (1) The reactants are [Cl:1][C:2]1[CH:3]=[C:4]([C@@H:12]([CH2:26][CH:27]2[CH2:31][CH2:30][CH2:29][CH2:28]2)[C:13]([NH:15][C:16]2[CH:20]=[CH:19][N:18]([CH2:21][CH2:22][C:23]([OH:25])=O)[N:17]=2)=[O:14])[CH:5]=[CH:6][C:7]=1[S:8]([CH3:11])(=[O:10])=[O:9].C(Cl)(=O)C(Cl)=O.[N:38]1C(C)=CC=C[C:39]=1C.CN.O1CCCC1. The catalyst is C(Cl)Cl. The product is [Cl:1][C:2]1[CH:3]=[C:4]([C@@H:12]([CH2:26][CH:27]2[CH2:28][CH2:29][CH2:30][CH2:31]2)[C:13]([NH:15][C:16]2[CH:20]=[CH:19][N:18]([CH2:21][CH2:22][C:23](=[O:25])[NH:38][CH3:39])[N:17]=2)=[O:14])[CH:5]=[CH:6][C:7]=1[S:8]([CH3:11])(=[O:9])=[O:10]. The yield is 0.210. (2) The reactants are [O:1]=[C:2]1[NH:7][C:6]2[CH:8]=[C:9]([C:12](OC)=[O:13])[CH:10]=[N:11][C:5]=2[N:4]2[CH2:16][CH2:17][CH2:18][C@@H:3]12.[H-].[Na+].[H-].[H-].[H-].[H-].[Li+].[Al+3]. The catalyst is C1COCC1. The product is [OH:13][CH2:12][C:9]1[CH:10]=[N:11][C:5]2[N:4]3[CH2:16][CH2:17][CH2:18][C@H:3]3[C:2](=[O:1])[NH:7][C:6]=2[CH:8]=1. The yield is 0.740. (3) The reactants are [I:1][C:2]1[C:10]2[C:5](=[N:6][CH:7]=[N:8][C:9]=2[NH2:11])[NH:4][N:3]=1.O[C@H:13]1[CH2:18][CH2:17][CH2:16][N:15]([C:19]([O:21][C:22]([CH3:25])([CH3:24])[CH3:23])=[O:20])[CH2:14]1.C1(P(C2C=CC=CC=2)C2C=CC=CC=2)C=CC=CC=1.N(C(OC(C)C)=O)=NC(OC(C)C)=O. The catalyst is O1CCCC1. The product is [NH2:11][C:9]1[N:8]=[CH:7][N:6]=[C:5]2[N:4]([C@@H:17]3[CH2:18][CH2:13][CH2:14][N:15]([C:19]([O:21][C:22]([CH3:25])([CH3:24])[CH3:23])=[O:20])[CH2:16]3)[N:3]=[C:2]([I:1])[C:10]=12. The yield is 0.330. (4) The reactants are Br[C:2]1[CH:3]=[C:4]([S:8]([NH:11][C:12]2[CH:21]=[CH:20][C:15]([C:16]([O:18][CH3:19])=[O:17])=[C:14]([OH:22])[CH:13]=2)(=[O:10])=[O:9])[CH:5]=[CH:6][CH:7]=1.[OH:23][CH2:24][C:25]1[CH:30]=[CH:29][CH:28]=[CH:27][C:26]=1B(O)O. No catalyst specified. The product is [OH:22][C:14]1[CH:13]=[C:12]([NH:11][S:8]([C:4]2[CH:3]=[C:2]([C:26]3[CH:27]=[CH:28][CH:29]=[CH:30][C:25]=3[CH2:24][OH:23])[CH:7]=[CH:6][CH:5]=2)(=[O:10])=[O:9])[CH:21]=[CH:20][C:15]=1[C:16]([O:18][CH3:19])=[O:17]. The yield is 0.830.